This data is from Catalyst prediction with 721,799 reactions and 888 catalyst types from USPTO. The task is: Predict which catalyst facilitates the given reaction. (1) Reactant: [CH2:1]([O:8][C:9]([NH:11][CH2:12][CH2:13][CH2:14][CH2:15][CH2:16][CH2:17][CH2:18][NH:19][C:20]([CH2:22][O:23][CH2:24][C:25]([OH:27])=O)=[O:21])=[O:10])[C:2]1[CH:7]=[CH:6][CH:5]=[CH:4][CH:3]=1.[NH2:28][C:29]1[CH:34]=[CH:33][C:32]([CH:35]([NH:55][C:56]([CH:58]2[CH2:63][CH2:62][C:61]([F:65])([F:64])[CH2:60][CH2:59]2)=[O:57])[CH2:36][CH2:37][N:38]2[CH:43]3[CH2:44][CH2:45][CH:39]2[CH2:40][CH:41]([N:46]2[C:50]([CH3:51])=[N:49][N:48]=[C:47]2[CH:52]([CH3:54])[CH3:53])[CH2:42]3)=[CH:31][CH:30]=1. Product: [CH2:1]([O:8][C:9](=[O:10])[NH:11][CH2:12][CH2:13][CH2:14][CH2:15][CH2:16][CH2:17][CH2:18][NH:19][C:20](=[O:21])[CH2:22][O:23][CH2:24][C:25](=[O:27])[NH:28][C:29]1[CH:30]=[CH:31][C:32]([CH:35]([NH:55][C:56]([CH:58]2[CH2:63][CH2:62][C:61]([F:64])([F:65])[CH2:60][CH2:59]2)=[O:57])[CH2:36][CH2:37][N:38]2[CH:43]3[CH2:44][CH2:45][CH:39]2[CH2:40][CH:41]([N:46]2[C:50]([CH3:51])=[N:49][N:48]=[C:47]2[CH:52]([CH3:54])[CH3:53])[CH2:42]3)=[CH:33][CH:34]=1)[C:2]1[CH:3]=[CH:4][CH:5]=[CH:6][CH:7]=1. The catalyst class is: 3. (2) Product: [CH3:38][C:24]1[N:25]=[C:26]([C:28]2[CH:29]=[CH:30][C:31]([C:34]([F:37])([F:36])[F:35])=[CH:32][CH:33]=2)[S:27][C:23]=1[CH2:22][N:9]1[CH2:10][CH2:11][C:7]([C:1]2[CH:6]=[CH:5][CH:4]=[CH:3][CH:2]=2)([C:13]2[CH:14]=[CH:15][CH:16]=[CH:17][CH:18]=2)[C:8]1=[O:12]. Reactant: [C:1]1([C:7]2([C:13]3[CH:18]=[CH:17][CH:16]=[CH:15][CH:14]=3)[CH2:11][CH2:10][NH:9][C:8]2=[O:12])[CH:6]=[CH:5][CH:4]=[CH:3][CH:2]=1.[H-].[Na+].Br[CH2:22][C:23]1[S:27][C:26]([C:28]2[CH:33]=[CH:32][C:31]([C:34]([F:37])([F:36])[F:35])=[CH:30][CH:29]=2)=[N:25][C:24]=1[CH3:38]. The catalyst class is: 9. (3) Reactant: [CH3:1][O:2][C:3]1[CH:11]=[C:10]2[C:6]([C:7]([C:12]#[N:13])=[CH:8][NH:9]2)=[CH:5][CH:4]=1.[H-].[Na+].[CH2:16](I)[CH3:17]. Product: [CH3:1][O:2][C:3]1[CH:11]=[C:10]2[C:6]([C:7]([C:12]#[N:13])=[CH:8][N:9]2[CH2:16][CH3:17])=[CH:5][CH:4]=1. The catalyst class is: 18. (4) Reactant: [F:1][C:2]1[CH:7]=[CH:6][C:5]([F:8])=[CH:4][C:3]=1[CH:9]1[CH2:13][CH2:12][CH2:11][N:10]1[C:14]1[CH:19]=[CH:18][N:17]2[N:20]=[CH:21][C:22]([C:23]([NH:25][NH:26][C:27](=O)[C:28]([CH3:31])([CH3:30])[CH3:29])=[O:24])=[C:16]2[N:15]=1.N1C=CC=CC=1.S(OS(C(F)(F)F)(=O)=O)(C(F)(F)F)(=O)=O. Product: [C:28]([C:27]1[O:24][C:23]([C:22]2[CH:21]=[N:20][N:17]3[CH:18]=[CH:19][C:14]([N:10]4[CH2:11][CH2:12][CH2:13][CH:9]4[C:3]4[CH:4]=[C:5]([F:8])[CH:6]=[CH:7][C:2]=4[F:1])=[N:15][C:16]=23)=[N:25][N:26]=1)([CH3:30])([CH3:31])[CH3:29]. The catalyst class is: 2. (5) Reactant: [NH2:1][CH2:2][C:3]1[CH:15]=[CH:14][C:6]([O:7][CH2:8][CH2:9][C:10]([O:12][CH3:13])=[O:11])=[CH:5][CH:4]=1.CCN(C(C)C)C(C)C.[C:25]([O:29][C:30]([NH:32][CH2:33][C:34]1[CH:42]=[CH:41][C:37]([C:38](O)=[O:39])=[CH:36][CH:35]=1)=[O:31])([CH3:28])([CH3:27])[CH3:26].CN(C(ON1N=NC2C=CC=NC1=2)=[N+](C)C)C.F[P-](F)(F)(F)(F)F. Product: [C:25]([O:29][C:30]([NH:32][CH2:33][C:34]1[CH:35]=[CH:36][C:37]([C:38]([NH:1][CH2:2][C:3]2[CH:15]=[CH:14][C:6]([O:7][CH2:8][CH2:9][C:10]([O:12][CH3:13])=[O:11])=[CH:5][CH:4]=2)=[O:39])=[CH:41][CH:42]=1)=[O:31])([CH3:28])([CH3:26])[CH3:27]. The catalyst class is: 3. (6) Reactant: [H-].[Na+].C(O[C:6](=O)[CH2:7][NH:8][C:9]([O:11]CC)=[O:10])C.C(O[C:18](=[O:22])[CH:19]=[CH:20][CH3:21])C.C(O)(=O)C.[CH:27]([NH2:29])=[NH:28].[O-]CC.[Na+].[C:34]1([CH3:40])[CH:39]=CC=C[CH:35]=1. Product: [C:34]([O:11][C:9]([N:8]1[CH:20]([CH3:21])[C:19]2[C:18](=[O:22])[NH:29][CH:27]=[N:28][C:6]=2[CH2:7]1)=[O:10])([CH3:35])([CH3:39])[CH3:40]. The catalyst class is: 8. (7) Product: [F:21][C:18]1[CH:17]=[CH:16][C:15]([C:13]2[O:14][C:10]3[CH:9]=[C:8]([N+:35]([O-:37])=[O:36])[C:7]([C:49]4[CH:50]=[CH:51][C:42]([O:41][CH3:40])=[C:43]([CH:48]=4)[C:44]([O:46][CH3:47])=[O:45])=[CH:34][C:11]=3[C:12]=2[C:22]2[NH:26][CH:25]=[CH:24][N:23]=2)=[CH:20][CH:19]=1. Reactant: FC(F)(F)S(O[C:7]1[C:8]([N+:35]([O-:37])=[O:36])=[CH:9][C:10]2[O:14][C:13]([C:15]3[CH:20]=[CH:19][C:18]([F:21])=[CH:17][CH:16]=3)=[C:12]([C:22]3[N:23](S(C(F)(F)F)(=O)=O)[CH:24]=[CH:25][N:26]=3)[C:11]=2[CH:34]=1)(=O)=O.[CH3:40][O:41][C:42]1[CH:51]=[CH:50][C:49](B2OC(C)(C)C(C)(C)O2)=[CH:48][C:43]=1[C:44]([O:46][CH3:47])=[O:45].P([O-])([O-])([O-])=O.O. The catalyst class is: 368.